Dataset: Full USPTO retrosynthesis dataset with 1.9M reactions from patents (1976-2016). Task: Predict the reactants needed to synthesize the given product. (1) Given the product [CH2:21]([NH:23][C:24](=[O:25])[NH:26][C:27]1[CH:32]=[CH:31][C:30]([C:2]2[N:3]=[C:4]([N:15]3[CH2:20][CH2:19][O:18][CH2:17][CH2:16]3)[C:5]3[CH2:10][N:9]([C:11]([O:13][CH3:14])=[O:12])[CH2:8][C:6]=3[N:7]=2)=[C:29]([F:42])[CH:28]=1)[CH3:22], predict the reactants needed to synthesize it. The reactants are: Cl[C:2]1[N:3]=[C:4]([N:15]2[CH2:20][CH2:19][O:18][CH2:17][CH2:16]2)[C:5]2[CH2:10][N:9]([C:11]([O:13][CH3:14])=[O:12])[CH2:8][C:6]=2[N:7]=1.[CH2:21]([NH:23][C:24]([NH:26][C:27]1[CH:32]=[CH:31][C:30](B2OC(C)(C)C(C)(C)O2)=[C:29]([F:42])[CH:28]=1)=[O:25])[CH3:22]. (2) Given the product [NH:1]([C:104]([O:106][CH2:107][C:108]1[CH:109]=[CH:110][CH:111]=[CH:112][CH:113]=1)=[O:105])[C@H:2]([C:10]([NH:12][C@H:13]([C:23]([NH:25][C@H:26]([C:34]([NH:36][C@H:37]([C:50]([NH:52][C@H:53]([C:61]([NH:63][C@H:64]([C:74]([NH:76][C@H:77]([C:85]([NH:87][C@H:88]([C:101]([O:103][CH2:121][CH3:122])=[O:102])[CH2:89][CH2:90][CH2:91][CH2:92][NH:93][C:94]([O:96][C:97]([CH3:98])([CH3:99])[CH3:100])=[O:95])=[O:86])[CH2:78][C:79]1[CH:84]=[CH:83][CH:82]=[CH:81][CH:80]=1)=[O:75])[CH2:65][CH2:66][C:67](=[O:73])[O:68][C:69]([CH3:72])([CH3:71])[CH3:70])=[O:62])[CH2:54][C:55]1[CH:56]=[CH:57][CH:58]=[CH:59][CH:60]=1)=[O:51])[CH2:38][CH2:39][CH2:40][CH2:41][NH:42][C:43]([O:45][C:46]([CH3:47])([CH3:48])[CH3:49])=[O:44])=[O:35])[CH2:27][C:28]1[CH:29]=[CH:30][CH:31]=[CH:32][CH:33]=1)=[O:24])[CH2:14][CH2:15][C:16](=[O:22])[O:17][C:18]([CH3:21])([CH3:20])[CH3:19])=[O:11])[CH2:3][C:4]1[CH:9]=[CH:8][CH:7]=[CH:6][CH:5]=1, predict the reactants needed to synthesize it. The reactants are: [NH:1]([C:104]([O:106][CH2:107][C:108]1[CH:113]=[CH:112][CH:111]=[CH:110][CH:109]=1)=[O:105])[C@H:2]([C:10]([NH:12][C@H:13]([C:23]([NH:25][C@H:26]([C:34]([NH:36][C@H:37]([C:50]([NH:52][C@H:53]([C:61]([NH:63][C@H:64]([C:74]([NH:76][C@H:77]([C:85]([NH:87][C@H:88]([C:101]([OH:103])=[O:102])[CH2:89][CH2:90][CH2:91][CH2:92][NH:93][C:94]([O:96][C:97]([CH3:100])([CH3:99])[CH3:98])=[O:95])=[O:86])[CH2:78][C:79]1[CH:84]=[CH:83][CH:82]=[CH:81][CH:80]=1)=[O:75])[CH2:65][CH2:66][C:67](=[O:73])[O:68][C:69]([CH3:72])([CH3:71])[CH3:70])=[O:62])[CH2:54][C:55]1[CH:60]=[CH:59][CH:58]=[CH:57][CH:56]=1)=[O:51])[CH2:38][CH2:39][CH2:40][CH2:41][NH:42][C:43]([O:45][C:46]([CH3:49])([CH3:48])[CH3:47])=[O:44])=[O:35])[CH2:27][C:28]1[CH:33]=[CH:32][CH:31]=[CH:30][CH:29]=1)=[O:24])[CH2:14][CH2:15][C:16](=[O:22])[O:17][C:18]([CH3:21])([CH3:20])[CH3:19])=[O:11])[CH2:3][C:4]1[CH:9]=[CH:8][CH:7]=[CH:6][CH:5]=1.C(=O)([O-])[O-].[Cs+].[Cs+].I[CH2:121][CH3:122]. (3) Given the product [CH3:11][C:12]1[N:17]=[C:16]([C:18](=[O:20])[CH3:19])[CH:15]=[CH:14][CH:13]=1, predict the reactants needed to synthesize it. The reactants are: C(Cl)(=O)C(Cl)=O.CS(C)=O.[CH3:11][C:12]1[N:17]=[C:16]([CH:18]([OH:20])[CH3:19])[CH:15]=[CH:14][CH:13]=1.C(N(CC)CC)C.